This data is from Forward reaction prediction with 1.9M reactions from USPTO patents (1976-2016). The task is: Predict the product of the given reaction. (1) The product is: [CH2:1]([O:8][C:9]1[CH:10]=[C:11]([C:12]2[O:13][N:32]=[C:31]([C:33]3[CH:38]=[CH:37][N:36]=[CH:35][CH:34]=3)[N:30]=2)[CH:15]=[C:16]([N+:26]([O-:28])=[O:27])[C:17]=1[O:18][CH2:19][C:20]1[CH:25]=[CH:24][CH:23]=[CH:22][CH:21]=1)[C:2]1[CH:3]=[CH:4][CH:5]=[CH:6][CH:7]=1. Given the reactants [CH2:1]([O:8][C:9]1[CH:10]=[C:11]([CH:15]=[C:16]([N+:26]([O-:28])=[O:27])[C:17]=1[O:18][CH2:19][C:20]1[CH:25]=[CH:24][CH:23]=[CH:22][CH:21]=1)[C:12](O)=[O:13])[C:2]1[CH:7]=[CH:6][CH:5]=[CH:4][CH:3]=1.O[N:30]=[C:31]([C:33]1[CH:38]=[CH:37][N:36]=[CH:35][CH:34]=1)[NH2:32], predict the reaction product. (2) Given the reactants [Cl:1][C:2]1[CH:3]=[C:4]([CH:15]=[CH:16][C:17]=1[Cl:18])[O:5][C:6]1[C:12]([CH3:13])=[CH:11][C:9]([NH2:10])=[C:8]([CH3:14])[CH:7]=1.[CH2:19]([NH:21][CH3:22])[CH3:20].[CH:23](OC)(OC)OC, predict the reaction product. The product is: [CH2:19]([N:21]([CH3:23])[CH:22]=[N:10][C:9]1[CH:11]=[C:12]([CH3:13])[C:6]([O:5][C:4]2[CH:15]=[CH:16][C:17]([Cl:18])=[C:2]([Cl:1])[CH:3]=2)=[CH:7][C:8]=1[CH3:14])[CH3:20]. (3) Given the reactants [OH:1][N:2]=[CH:3][C:4]1[CH:5]=[C:6]([CH:10]([NH:12][C:13](=[O:19])[O:14][C:15]([CH3:18])([CH3:17])[CH3:16])[CH3:11])[CH:7]=[CH:8][CH:9]=1.[Cl:20]N1C(=O)CCC1=O, predict the reaction product. The product is: [Cl:20][C:3](=[N:2][OH:1])[C:4]1[CH:5]=[C:6]([CH:10]([NH:12][C:13](=[O:19])[O:14][C:15]([CH3:18])([CH3:17])[CH3:16])[CH3:11])[CH:7]=[CH:8][CH:9]=1. (4) The product is: [CH:25]1([N:28]2[CH2:29][CH2:30][N:31]([C:34]3[CH:40]=[CH:39][C:37]([NH:38][C:2]4[C:3]5[NH:15][N:14]=[CH:13][C:4]=5[N:5]=[C:6]([C:8]5[S:9][CH:10]=[CH:11][CH:12]=5)[N:7]=4)=[CH:36][CH:35]=3)[CH2:32][CH2:33]2)[CH2:27][CH2:26]1. Given the reactants Cl[C:2]1[C:3]2[C:4](=[CH:13][N:14](CC3C=CC(OC)=CC=3)[N:15]=2)[N:5]=[C:6]([C:8]2[S:9][CH:10]=[CH:11][CH:12]=2)[N:7]=1.[CH:25]1([N:28]2[CH2:33][CH2:32][N:31]([C:34]3[CH:40]=[CH:39][C:37]([NH2:38])=[CH:36][CH:35]=3)[CH2:30][CH2:29]2)[CH2:27][CH2:26]1.Cl, predict the reaction product. (5) Given the reactants [CH3:1][O:2][C:3]1[CH:4]=[C:5]2[C:10](=[CH:11][C:12]=1[O:13][CH3:14])[N:9]=[CH:8][CH:7]=[C:6]2[O:15][C:16]1[CH:22]=[CH:21][C:19]([NH2:20])=[CH:18][CH:17]=1.C1(C)C=CC=CC=1.C(N(CC)CC)C.Cl[C:38](Cl)([O:40]C(=O)OC(Cl)(Cl)Cl)Cl.[CH3:49][CH:50]([CH3:59])[CH:51]([C:53]1[CH:58]=[CH:57][CH:56]=[CH:55][CH:54]=1)[OH:52], predict the reaction product. The product is: [CH3:1][O:2][C:3]1[CH:4]=[C:5]2[C:10](=[CH:11][C:12]=1[O:13][CH3:14])[N:9]=[CH:8][CH:7]=[C:6]2[O:15][C:16]1[CH:22]=[CH:21][C:19]([NH:20][C:38](=[O:40])[O:52][CH:51]([C:53]2[CH:58]=[CH:57][CH:56]=[CH:55][CH:54]=2)[CH:50]([CH3:59])[CH3:49])=[CH:18][CH:17]=1.